From a dataset of Full USPTO retrosynthesis dataset with 1.9M reactions from patents (1976-2016). Predict the reactants needed to synthesize the given product. (1) Given the product [CH2:17]([O:1][C:2]1[CH:3]=[C:4]([CH:7]=[CH:8][C:9]=1[OH:10])[CH:5]=[O:6])[C:18]1[CH:23]=[CH:22][CH:21]=[CH:20][CH:19]=1, predict the reactants needed to synthesize it. The reactants are: [OH:1][C:2]1[CH:3]=[C:4]([CH:7]=[CH:8][C:9]=1[OH:10])[CH:5]=[O:6].C(=O)([O-])[O-].[K+].[K+].[CH2:17](Br)[C:18]1[CH:23]=[CH:22][CH:21]=[CH:20][CH:19]=1.Cl. (2) Given the product [Br:1][C:2]1[C:23]([OH:24])=[CH:22][C:5]2[C:6]([CH3:21])([CH3:20])[C:7]3[NH:8][C:9]4[C:14]([C:15]=3[C:16](=[O:17])[C:4]=2[CH:3]=1)=[CH:13][CH:12]=[C:11]([C:18]#[N:19])[CH:10]=4, predict the reactants needed to synthesize it. The reactants are: [Br:1][C:2]1[C:23]([O:24]C)=[CH:22][C:5]2[C:6]([CH3:21])([CH3:20])[C:7]3[NH:8][C:9]4[C:14]([C:15]=3[C:16](=[O:17])[C:4]=2[CH:3]=1)=[CH:13][CH:12]=[C:11]([C:18]#[N:19])[CH:10]=4.C[O-].[Na+].C(S)CCCCCCCCCCC.Cl. (3) The reactants are: [C:1](Cl)(=[O:3])[CH3:2].[CH2:5]([C:17]1[CH:18]=[C:19]([C:24]([NH2:27])=[CH:25][CH:26]=1)[C:20]([O:22][CH3:23])=[O:21])[C:6]1[CH:7]=[C:8]([C:13]([NH2:16])=[CH:14][CH:15]=1)[C:9]([O:11][CH3:12])=[O:10].C(N(CC)CC)C.[O:35]1CCO[CH2:37][CH2:36]1. Given the product [CH2:5]([C:6]1[CH:7]=[C:8]([C:13]([NH:16][C:36](=[O:35])[CH3:37])=[CH:14][CH:15]=1)[C:9]([O:11][CH3:12])=[O:10])[C:17]1[CH:18]=[C:19]([C:24]([NH:27][C:1](=[O:3])[CH3:2])=[CH:25][CH:26]=1)[C:20]([O:22][CH3:23])=[O:21], predict the reactants needed to synthesize it. (4) Given the product [OH:1][C@@H:2]1[C@@:19]2([CH3:20])[C:6](=[CH:7][CH:8]=[C:9]3[C@@H:18]2[CH2:17][CH2:16][C@@:14]2([CH3:15])[C@H:10]3[CH2:11][CH:12]=[C:13]2[CH2:21][O:22]/[CH:23]=[CH:24]\[CH2:25][C:26]([OH:29])([CH3:28])[CH3:27])[CH2:5][C@@H:4]([OH:30])[CH2:3]1, predict the reactants needed to synthesize it. The reactants are: [OH:1][C@@H:2]1[C@@:19]2([CH3:20])[C:6](=[CH:7][CH:8]=[C:9]3[C@@H:18]2[CH2:17][CH2:16][C@@:14]2([CH3:15])[C@H:10]3[CH2:11][CH:12]=[C:13]2[CH2:21][O:22][CH2:23][C:24]#[C:25][C:26]([OH:29])([CH3:28])[CH3:27])[CH2:5][C@@H:4]([OH:30])[CH2:3]1.N1C2C(=CC=CC=2)C=CC=1. (5) Given the product [CH3:1][O:2][C:3]1[CH:4]=[C:5]2[C:10](=[CH:11][C:12]=1[O:13][CH3:14])[CH:9]([CH2:15][CH2:16][C:17]1[CH:22]=[CH:21][CH:20]=[C:19]([O:23][CH3:24])[CH:18]=1)[N:8]([CH:25]([C:29]1[CH:30]=[CH:31][CH:32]=[CH:33][CH:34]=1)[C:26]([NH2:36])=[O:28])[CH2:7][CH2:6]2, predict the reactants needed to synthesize it. The reactants are: [CH3:1][O:2][C:3]1[CH:4]=[C:5]2[C:10](=[CH:11][C:12]=1[O:13][CH3:14])[CH:9]([CH2:15][CH2:16][C:17]1[CH:22]=[CH:21][CH:20]=[C:19]([O:23][CH3:24])[CH:18]=1)[N:8]([CH:25]([C:29]1[CH:34]=[CH:33][CH:32]=[CH:31][CH:30]=1)[C:26]([OH:28])=O)[CH2:7][CH2:6]2.[Br-].[NH4+:36]. (6) Given the product [F:26][C:2]([F:1])([F:27])[C:3]1[CH:4]=[C:5]([CH:6]=[CH:7][CH:8]=1)[CH2:9][CH2:10][C:12]1[CH:13]=[CH:14][C:15]([CH2:16][N:17]2[CH2:20][CH:19]([C:21]([OH:23])=[O:22])[CH2:18]2)=[CH:24][CH:25]=1, predict the reactants needed to synthesize it. The reactants are: [F:1][C:2]([F:27])([F:26])[C:3]1[CH:4]=[C:5]([CH2:9][C:10]([C:12]2[CH:25]=[CH:24][C:15]([CH2:16][N:17]3[CH2:20][CH:19]([C:21]([OH:23])=[O:22])[CH2:18]3)=[CH:14][CH:13]=2)=O)[CH:6]=[CH:7][CH:8]=1.[H][H].